From a dataset of Full USPTO retrosynthesis dataset with 1.9M reactions from patents (1976-2016). Predict the reactants needed to synthesize the given product. (1) Given the product [Cl:16][C:11]1[CH:10]=[C:9]([NH:8][C:5]2[N:4]=[C:3]([NH:17][CH2:18][CH2:19][CH2:20][O:21][CH3:22])[C:2]([C:23]#[N:24])=[CH:7][N:6]=2)[CH:14]=[CH:13][C:12]=1[F:15], predict the reactants needed to synthesize it. The reactants are: Br[C:2]1[C:3]([NH:17][CH2:18][CH2:19][CH2:20][O:21][CH3:22])=[N:4][C:5]([NH:8][C:9]2[CH:14]=[CH:13][C:12]([F:15])=[C:11]([Cl:16])[CH:10]=2)=[N:6][CH:7]=1.[CH3:23][N:24](C=O)C. (2) Given the product [CH:1]1([NH:4][C:5](=[O:31])[C:6]2[CH:11]=[C:10]([F:12])[C:9]([CH3:13])=[C:8]([C:14]3[CH:15]=[C:16]4[C:21](=[CH:22][CH:23]=3)[C:20](=[O:24])[N:19]([CH2:25][CH:26]3[CH2:27][CH2:28]3)[CH:18]=[C:17]4[CH2:29][N:39]3[CH2:38][CH2:37][NH:36][C@@H:35]([CH2:34][CH2:33][OH:32])[CH2:40]3)[CH:7]=2)[CH2:2][CH2:3]1, predict the reactants needed to synthesize it. The reactants are: [CH:1]1([NH:4][C:5](=[O:31])[C:6]2[CH:11]=[C:10]([F:12])[C:9]([CH3:13])=[C:8]([C:14]3[CH:15]=[C:16]4[C:21](=[CH:22][CH:23]=3)[C:20](=[O:24])[N:19]([CH2:25][CH:26]3[CH2:28][CH2:27]3)[CH:18]=[C:17]4[CH:29]=O)[CH:7]=2)[CH2:3][CH2:2]1.[OH:32][CH2:33][CH2:34][C@H:35]1[CH2:40][NH:39][CH2:38][CH2:37][N:36]1C(OC(C)(C)C)=O. (3) Given the product [Cl:1][C:2]1[N:7]=[CH:6][C:5]2[C:8]([S:16]([CH3:15])(=[O:18])=[O:17])=[CH:9][N:10]([CH:11]([CH3:13])[CH3:12])[C:4]=2[CH:3]=1, predict the reactants needed to synthesize it. The reactants are: [Cl:1][C:2]1[N:7]=[CH:6][C:5]2[C:8](I)=[CH:9][N:10]([CH:11]([CH3:13])[CH3:12])[C:4]=2[CH:3]=1.[CH3:15][S:16](O)(=[O:18])=[O:17].CNCCNC. (4) Given the product [CH2:1]([N:8]([CH2:29][CH3:30])[C:9](=[O:28])[CH2:10][O:11][C:12]1[CH:17]=[CH:16][C:15]([CH2:18][C@H:19]([O:25][CH2:26][CH3:27])[C:20]([OH:22])=[O:21])=[CH:14][CH:13]=1)[C:2]1[CH:7]=[CH:6][CH:5]=[CH:4][CH:3]=1, predict the reactants needed to synthesize it. The reactants are: [CH2:1]([N:8]([CH2:29][CH3:30])[C:9](=[O:28])[CH2:10][O:11][C:12]1[CH:17]=[CH:16][C:15]([CH2:18][C@H:19]([O:25][CH2:26][CH3:27])[C:20]([O:22]CC)=[O:21])=[CH:14][CH:13]=1)[C:2]1[CH:7]=[CH:6][CH:5]=[CH:4][CH:3]=1.[Li+].[OH-].Cl. (5) Given the product [Br:1][C:2]1[CH:3]=[C:4]([CH2:5][OH:6])[CH:8]=[C:9]([F:11])[CH:10]=1, predict the reactants needed to synthesize it. The reactants are: [Br:1][C:2]1[CH:3]=[C:4]([CH:8]=[C:9]([F:11])[CH:10]=1)[C:5](O)=[O:6].